This data is from Full USPTO retrosynthesis dataset with 1.9M reactions from patents (1976-2016). The task is: Predict the reactants needed to synthesize the given product. (1) Given the product [C:11](=[O:19])([O:12][C:13]1[CH:18]=[CH:17][CH:16]=[CH:15][N:14]=1)[O:10][C:6]1([CH:3]2[CH2:5][CH2:4]2)[CH2:9][O:8][CH2:7]1.[C:11](=[O:26])([O-:12])[O:19][C:20]1[C:25]([C:6]2([CH:3]3[CH2:5][CH2:4]3)[CH2:9][O:8][CH2:7]2)=[CH:24][CH:23]=[CH:22][N:21]=1, predict the reactants needed to synthesize it. The reactants are: [H-].[Na+].[CH:3]1([C:6]2([OH:10])[CH2:9][O:8][CH2:7]2)[CH2:5][CH2:4]1.[C:11](=[O:26])([O:19][C:20]1[CH:25]=[CH:24][CH:23]=[CH:22][N:21]=1)[O:12][C:13]1[CH:18]=[CH:17][CH:16]=[CH:15][N:14]=1. (2) Given the product [Cl:3][C:4]1[N:5]=[CH:6][N:7]=[C:8]([NH2:2])[C:9]=1[N+:10]([O-:12])=[O:11], predict the reactants needed to synthesize it. The reactants are: [OH-].[NH4+:2].[Cl:3][C:4]1[C:9]([N+:10]([O-:12])=[O:11])=[C:8](Cl)[N:7]=[CH:6][N:5]=1. (3) Given the product [CH2:1]([O:8][C:9]1[CH:14]=[CH:13][C:12]([C:15]2([O:33][CH3:38])[C:23]3[C:18](=[CH:19][CH:20]=[CH:21][CH:22]=3)[C:17](=[O:24])[N:16]2[CH2:25][CH2:26][C:27]2[CH:32]=[CH:31][CH:30]=[CH:29][N:28]=2)=[CH:11][C:10]=1[O:34][CH3:35])[C:2]1[CH:7]=[CH:6][CH:5]=[CH:4][CH:3]=1, predict the reactants needed to synthesize it. The reactants are: [CH2:1]([O:8][C:9]1[CH:14]=[CH:13][C:12]([C:15]2([OH:33])[C:23]3[C:18](=[CH:19][CH:20]=[CH:21][CH:22]=3)[C:17](=[O:24])[N:16]2[CH2:25][CH2:26][C:27]2[CH:32]=[CH:31][CH:30]=[CH:29][N:28]=2)=[CH:11][C:10]=1[O:34][CH3:35])[C:2]1[CH:7]=[CH:6][CH:5]=[CH:4][CH:3]=1.[H-].[Na+].[CH2:38]1COCC1. (4) Given the product [Br:1][C:2]1[CH:7]=[C:6]([C:8]([F:11])([F:10])[F:9])[CH:5]=[C:4]([CH2:12][Br:33])[CH:3]=1, predict the reactants needed to synthesize it. The reactants are: [Br:1][C:2]1[CH:3]=[C:4]([CH2:12]O)[CH:5]=[C:6]([C:8]([F:11])([F:10])[F:9])[CH:7]=1.C1(P(C2C=CC=CC=2)C2C=CC=CC=2)C=CC=CC=1.[Br:33]N1C(=O)CCC1=O. (5) Given the product [CH3:1][NH:2][C:3]([C:5]1[C:13]2[C:8](=[CH:9][CH:10]=[CH:11][CH:12]=2)[N:7]([CH2:26][C:27]([OH:29])=[O:28])[N:6]=1)=[O:4], predict the reactants needed to synthesize it. The reactants are: [CH3:1][NH:2][C:3]([C:5]1[C:13]2[C:8](=[CH:9][CH:10]=[CH:11][CH:12]=2)[NH:7][N:6]=1)=[O:4].C(C1C2C(=CC=CC=2)N([CH2:26][C:27]([OH:29])=[O:28])N=1)(=O)N. (6) Given the product [F:19][C:20]([F:30])([F:31])[C@H:21]1[CH2:22][CH2:23][C@H:24]([C:27]([N:3]2[CH2:7][CH2:6][CH2:5][C@@H:4]2[CH2:8][O:9][C:10]2[C:11]([C:16]([NH2:18])=[O:17])=[N:12][CH:13]=[CH:14][CH:15]=2)=[O:28])[CH2:25][CH2:26]1, predict the reactants needed to synthesize it. The reactants are: Cl.Cl.[NH:3]1[CH2:7][CH2:6][CH2:5][C@@H:4]1[CH2:8][O:9][C:10]1[C:11]([C:16]([NH2:18])=[O:17])=[N:12][CH:13]=[CH:14][CH:15]=1.[F:19][C:20]([F:31])([F:30])[C@H:21]1[CH2:26][CH2:25][C@H:24]([C:27](O)=[O:28])[CH2:23][CH2:22]1.COC1C=C(OC[C@H]2CCCN2C([C@H]2CC[C@H](C(F)(F)F)CC2)=O)C(C(O)=O)=NC=1. (7) Given the product [C:1]([O:5][C:6]([NH:8][CH2:9][CH2:10][C:11]1([OH:26])[CH2:15][CH2:14][CH2:13][CH:12]1[C:16]([OH:18])=[O:17])=[O:7])([CH3:4])([CH3:2])[CH3:3], predict the reactants needed to synthesize it. The reactants are: [C:1]([O:5][C:6]([NH:8][CH2:9][CH2:10][C:11]1([OH:26])[CH2:15][CH2:14][CH2:13][CH:12]1[C:16]([O:18]CC1C=CC=CC=1)=[O:17])=[O:7])([CH3:4])([CH3:3])[CH3:2].